Task: Predict the reactants needed to synthesize the given product.. Dataset: Full USPTO retrosynthesis dataset with 1.9M reactions from patents (1976-2016) (1) Given the product [NH2:26][C:27]1[C:32]2=[C:33]([C:12]3[CH:13]=[CH:14][C:15]4[C:10]([CH:11]=3)=[N:9][N:8]([CH2:1][C:2]3[CH:3]=[CH:4][CH:5]=[CH:6][CH:7]=3)[CH:16]=4)[CH:34]=[C:35]([CH:36]3[CH2:40][CH2:39][N:38]([C:41]([O:43][C:44]([CH3:47])([CH3:46])[CH3:45])=[O:42])[CH2:37]3)[N:31]2[N:30]=[CH:29][N:28]=1, predict the reactants needed to synthesize it. The reactants are: [CH2:1]([N:8]1[CH:16]=[C:15]2[C:10]([CH:11]=[C:12](B3OC(C)(C)C(C)(C)O3)[CH:13]=[CH:14]2)=[N:9]1)[C:2]1[CH:7]=[CH:6][CH:5]=[CH:4][CH:3]=1.[NH2:26][C:27]1[C:32]2=[C:33](Br)[CH:34]=[C:35]([CH:36]3[CH2:40][CH2:39][N:38]([C:41]([O:43][C:44]([CH3:47])([CH3:46])[CH3:45])=[O:42])[CH2:37]3)[N:31]2[N:30]=[CH:29][N:28]=1.P([O-])([O-])([O-])=O.[K+].[K+].[K+].O. (2) Given the product [CH:1]([C:4]1[CH:9]=[CH:8][CH:7]=[C:6]([CH:10]([CH3:12])[CH3:11])[C:5]=1[C:13]1[N:17]2[C:18]3[CH:19]=[CH:20][CH:21]=[CH:22][C:23]=3[C:24]3[CH:25]=[CH:26][C:27]([O:30][C:32]4[CH:44]=[CH:43][C:42]5[C:41]6[C:36](=[CH:37][CH:38]=[CH:39][CH:40]=6)[N:35]([C:45]6[CH:50]=[CH:49][CH:48]=[CH:47][N:46]=6)[C:34]=5[CH:33]=4)=[CH:28][C:29]=3[C:16]2=[N:15][CH:14]=1)([CH3:2])[CH3:3], predict the reactants needed to synthesize it. The reactants are: [CH:1]([C:4]1[CH:9]=[CH:8][CH:7]=[C:6]([CH:10]([CH3:12])[CH3:11])[C:5]=1[C:13]1[N:17]2[C:18]3[CH:19]=[CH:20][CH:21]=[CH:22][C:23]=3[C:24]3[CH:25]=[CH:26][C:27]([OH:30])=[CH:28][C:29]=3[C:16]2=[N:15][CH:14]=1)([CH3:3])[CH3:2].Br[C:32]1[CH:44]=[CH:43][C:42]2[C:41]3[C:36](=[CH:37][CH:38]=[CH:39][CH:40]=3)[N:35]([C:45]3[CH:50]=[CH:49][CH:48]=[CH:47][N:46]=3)[C:34]=2[CH:33]=1.N1C=CC=CC=1C(O)=O.P([O-])([O-])([O-])=O.[K+].[K+].[K+].